This data is from Full USPTO retrosynthesis dataset with 1.9M reactions from patents (1976-2016). The task is: Predict the reactants needed to synthesize the given product. (1) The reactants are: [C:1]([O:5][C:6]([N:8]1[CH2:12][C@H:11]([OH:13])[CH2:10][C@H:9]1[C:14]([O:16][CH3:17])=[O:15])=[O:7])([CH3:4])([CH3:3])[CH3:2].[H-].[Na+].[CH3:20]I. Given the product [C:1]([O:5][C:6]([N:8]1[CH2:12][C@H:11]([O:13][CH3:20])[CH2:10][C@H:9]1[C:14]([O:16][CH3:17])=[O:15])=[O:7])([CH3:4])([CH3:3])[CH3:2], predict the reactants needed to synthesize it. (2) The reactants are: [NH2:1][C:2]1[C:3]2[CH:14]=[CH:13][CH:12]=[CH:11][C:4]=2[S:5][C:6]=1[C:7]([O:9]C)=[O:8].O.[OH-].[Li+].O. Given the product [NH2:1][C:2]1[C:3]2[CH:14]=[CH:13][CH:12]=[CH:11][C:4]=2[S:5][C:6]=1[C:7]([OH:9])=[O:8], predict the reactants needed to synthesize it. (3) Given the product [CH3:1][O:2][C:3]1[CH:4]=[C:5]2[C:10](=[CH:11][C:12]=1[O:13][CH3:14])[CH:9]([CH2:15][CH2:16][C:17]1[CH:22]=[CH:21][CH:20]=[CH:19][C:18]=1[O:23][CH3:24])[N:8]([CH:25]([C:29]1[CH:30]=[CH:31][CH:32]=[CH:33][CH:34]=1)[C:26]([NH2:36])=[O:27])[CH2:7][CH2:6]2, predict the reactants needed to synthesize it. The reactants are: [CH3:1][O:2][C:3]1[CH:4]=[C:5]2[C:10](=[CH:11][C:12]=1[O:13][CH3:14])[CH:9]([CH2:15][CH2:16][C:17]1[CH:22]=[CH:21][CH:20]=[CH:19][C:18]=1[O:23][CH3:24])[N:8]([CH:25]([C:29]1[CH:34]=[CH:33][CH:32]=[CH:31][CH:30]=1)[C:26](O)=[O:27])[CH2:7][CH2:6]2.[Br-].[NH4+:36]. (4) Given the product [CH2:4]([O:6][C:7]([C:8]1[CH:9]=[C:10]([CH2:11][CH2:12][CH2:13][CH:14]([CH3:16])[CH3:15])[NH:3][N:2]=1)=[O:19])[CH3:5], predict the reactants needed to synthesize it. The reactants are: O.[NH2:2][NH2:3].[CH2:4]([O:6][C:7](=[O:19])[C:8](=O)[CH2:9][C:10](=O)[CH2:11][CH2:12][CH2:13][CH:14]([CH3:16])[CH3:15])[CH3:5]. (5) Given the product [CH3:17][C:18]1([CH3:27])[CH2:23][CH:22]([N:4]2[CH2:5][CH2:6][N:1]([C:7]([O:9][CH2:10][C:11]3[CH:16]=[CH:15][CH:14]=[CH:13][CH:12]=3)=[O:8])[CH2:2][CH2:3]2)[CH2:21][C:20]([CH3:26])([CH3:25])[NH:19]1, predict the reactants needed to synthesize it. The reactants are: [N:1]1([C:7]([O:9][CH2:10][C:11]2[CH:16]=[CH:15][CH:14]=[CH:13][CH:12]=2)=[O:8])[CH2:6][CH2:5][NH:4][CH2:3][CH2:2]1.[CH3:17][C:18]1([CH3:27])[CH2:23][C:22](=O)[CH2:21][C:20]([CH3:26])([CH3:25])[NH:19]1.C(O[BH-](OC(=O)C)OC(=O)C)(=O)C.[Na+].C(=O)([O-])O.[Na+].